Dataset: NCI-60 drug combinations with 297,098 pairs across 59 cell lines. Task: Regression. Given two drug SMILES strings and cell line genomic features, predict the synergy score measuring deviation from expected non-interaction effect. Synergy scores: CSS=72.5, Synergy_ZIP=2.57, Synergy_Bliss=3.75, Synergy_Loewe=-20.5, Synergy_HSA=4.90. Cell line: A549. Drug 1: C1=CC(=CC=C1CCCC(=O)O)N(CCCl)CCCl. Drug 2: CC=C1C(=O)NC(C(=O)OC2CC(=O)NC(C(=O)NC(CSSCCC=C2)C(=O)N1)C(C)C)C(C)C.